Dataset: Full USPTO retrosynthesis dataset with 1.9M reactions from patents (1976-2016). Task: Predict the reactants needed to synthesize the given product. (1) Given the product [C:1]([O:5][C:6]([NH:8][C:9]([C:15]#[N:16])([CH2:26][C:27]([O:29][CH:30]1[CH:35]([CH:36]([CH3:38])[CH3:37])[CH2:34][CH2:33][CH:32]([CH3:39])[CH2:31]1)=[O:28])[C:10]([O:12][CH2:13][CH3:14])=[O:11])=[O:7])([CH3:2])([CH3:4])[CH3:3], predict the reactants needed to synthesize it. The reactants are: [C:1]([O:5][C:6]([NH:8][CH:9]([C:15]#[N:16])[C:10]([O:12][CH2:13][CH3:14])=[O:11])=[O:7])([CH3:4])([CH3:3])[CH3:2].C(=O)([O-])[O-].[K+].[K+].[I-].[K+].Cl[CH2:26][C:27]([O:29][CH:30]1[CH:35]([CH:36]([CH3:38])[CH3:37])[CH2:34][CH2:33][CH:32]([CH3:39])[CH2:31]1)=[O:28]. (2) Given the product [F:8][C:6]1[CH:5]=[C:4]([NH:9][C:10](=[O:31])[CH2:11][N:12]2[C:16]3([CH2:21][CH2:20][CH2:19][CH2:18][CH2:17]3)[N:15]=[C:14]([C:22]3[CH:27]=[CH:26][C:25]([CH2:28][N:33]([CH3:34])[CH3:32])=[CH:24][CH:23]=3)[C:13]2=[O:30])[CH:3]=[C:2]([F:1])[CH:7]=1, predict the reactants needed to synthesize it. The reactants are: [F:1][C:2]1[CH:3]=[C:4]([NH:9][C:10](=[O:31])[CH2:11][N:12]2[C:16]3([CH2:21][CH2:20][CH2:19][CH2:18][CH2:17]3)[N:15]=[C:14]([C:22]3[CH:27]=[CH:26][C:25]([CH:28]=O)=[CH:24][CH:23]=3)[C:13]2=[O:30])[CH:5]=[C:6]([F:8])[CH:7]=1.[CH3:32][NH:33][CH3:34].C(O[BH-](OC(=O)C)OC(=O)C)(=O)C.[Na+]. (3) Given the product [CH2:33]([C:9]1[N:10]([C:11]2[CH:12]=[CH:13][C:14]([CH2:17][CH2:18][NH:19][C:20]([NH:22][S:23]([C:26]3[CH:27]=[CH:28][C:29]([CH3:32])=[CH:30][CH:31]=3)(=[O:25])=[O:24])=[O:40])=[CH:15][CH:16]=2)[C:6]2[CH:5]=[CH:4][C:36]([C:45]([OH:41])([CH3:44])[CH3:37])=[CH:35][C:7]=2[N:8]=1)[CH3:34].[CH3:32][C:29]1[CH:30]=[CH:31][C:26]([S:23]([OH:24])(=[O:25])=[O:41])=[CH:27][CH:28]=1, predict the reactants needed to synthesize it. The reactants are: C([C:4]1[CH:36]=[CH:35][C:7]2[NH:8][CH:9]([CH2:33][CH3:34])[N:10]([C:11]3[CH:16]=[CH:15][C:14]([CH2:17][CH2:18][NH:19][C:20]([NH:22][S:23]([C:26]4[CH:31]=[CH:30][C:29]([CH3:32])=[CH:28][CH:27]=4)(=[O:25])=[O:24])=O)=[CH:13][CH:12]=3)[C:6]=2[CH:5]=1)(=O)C.[CH3:37][Mg]I.[OH2:40].[O:41]1[CH2:45][CH2:44]CC1. (4) The reactants are: [NH2:1]/[C:2](/[CH3:8])=[CH:3]\[C:4]([O:6][CH3:7])=[O:5].[C:9](OC)(=[O:12])[C:10]#[CH:11]. Given the product [CH3:8][C:2]1[NH:1][C:9](=[O:12])[CH:10]=[CH:11][C:3]=1[C:4]([O:6][CH3:7])=[O:5], predict the reactants needed to synthesize it. (5) Given the product [CH2:8]([C:7]1[C:22]([OH:23])=[C:21]([C:30]([O:32][CH3:33])=[O:31])[C:26](=[O:27])[NH:5][C:6]=1[C:10]1[CH:11]=[C:12]2[C:17](=[CH:18][CH:19]=1)[N:16]([CH3:20])[CH2:15][CH2:14][CH2:13]2)[CH3:9], predict the reactants needed to synthesize it. The reactants are: CC([N:5]=[C:6]([C:10]1[CH:11]=[C:12]2[C:17](=[CH:18][CH:19]=1)[N:16]([CH3:20])[CH2:15][CH2:14][CH2:13]2)[CH2:7][CH2:8][CH3:9])(C)C.[CH:21]([C:30]([O:32][CH3:33])=[O:31])([C:26](OC)=[O:27])[C:22](OC)=[O:23].